Dataset: Full USPTO retrosynthesis dataset with 1.9M reactions from patents (1976-2016). Task: Predict the reactants needed to synthesize the given product. (1) Given the product [C:1](=[O:22])([O:20][CH3:21])[O:2][C:3]1[CH:8]=[C:7]([NH2:9])[C:6]([C:12]([CH3:13])([CH3:14])[CH3:15])=[CH:5][C:4]=1[C:16]([CH3:19])([CH3:18])[CH3:17], predict the reactants needed to synthesize it. The reactants are: [C:1](=[O:22])([O:20][CH3:21])[O:2][C:3]1[CH:8]=[C:7]([N+:9]([O-])=O)[C:6]([C:12]([CH3:15])([CH3:14])[CH3:13])=[CH:5][C:4]=1[C:16]([CH3:19])([CH3:18])[CH3:17]. (2) Given the product [S:1]1[CH:5]=[CH:4][CH:3]=[C:2]1[CH2:6][CH2:7][CH2:8][OH:9], predict the reactants needed to synthesize it. The reactants are: [S:1]1[CH:5]=[CH:4][CH:3]=[C:2]1[CH2:6][CH2:7][C:8](O)=[O:9]. (3) Given the product [CH2:37]([N:34]1[CH2:33][CH2:32][N:31]([C:23]2[C:24]3[C:29](=[CH:28][CH:27]=[CH:26][CH:25]=3)[CH:30]=[C:21]([C:12]3[CH:13]=[CH:14][C:9]([O:8][CH2:1][C:2]4[CH:7]=[CH:6][CH:5]=[CH:4][CH:3]=4)=[C:10]([F:19])[CH:11]=3)[N:22]=2)[CH2:36][CH2:35]1)[CH3:38], predict the reactants needed to synthesize it. The reactants are: [CH2:1]([O:8][C:9]1[CH:14]=[CH:13][C:12](OB(O)O)=[CH:11][C:10]=1[F:19])[C:2]1[CH:7]=[CH:6][CH:5]=[CH:4][CH:3]=1.Br[C:21]1[N:22]=[C:23]([N:31]2[CH2:36][CH2:35][N:34]([CH2:37][CH3:38])[CH2:33][CH2:32]2)[C:24]2[C:29]([CH:30]=1)=[CH:28][CH:27]=[CH:26][CH:25]=2.C(=O)([O-])[O-].[Na+].[Na+]. (4) Given the product [CH2:1]([NH:3][CH2:8][C:7]1[CH:6]=[C:5]([OH:4])[CH:12]=[CH:11][CH:10]=1)[CH3:2], predict the reactants needed to synthesize it. The reactants are: [CH2:1]([NH2:3])[CH3:2].[OH:4][C:5]1[CH:6]=[C:7]([CH:10]=[CH:11][CH:12]=1)[CH:8]=O.